This data is from Peptide-MHC class I binding affinity with 185,985 pairs from IEDB/IMGT. The task is: Regression. Given a peptide amino acid sequence and an MHC pseudo amino acid sequence, predict their binding affinity value. This is MHC class I binding data. (1) The peptide sequence is SIPFGLMSA. The MHC is HLA-B18:01 with pseudo-sequence HLA-B18:01. The binding affinity (normalized) is 0.0847. (2) The peptide sequence is GHLAASVTL. The MHC is HLA-A26:01 with pseudo-sequence HLA-A26:01. The binding affinity (normalized) is 0.0847. (3) The peptide sequence is LMAAILAYT. The MHC is HLA-A02:01 with pseudo-sequence HLA-A02:01. The binding affinity (normalized) is 0.819. (4) The peptide sequence is YTFFFTQYF. The MHC is HLA-C06:02 with pseudo-sequence HLA-C06:02. The binding affinity (normalized) is 0.331. (5) The MHC is HLA-B18:01 with pseudo-sequence HLA-B18:01. The binding affinity (normalized) is 0.00365. The peptide sequence is GETALALLLL. (6) The peptide sequence is KFTDGVCLF. The MHC is HLA-A24:02 with pseudo-sequence HLA-A24:02. The binding affinity (normalized) is 0. (7) The peptide sequence is ELHNGFTGY. The MHC is HLA-A29:02 with pseudo-sequence HLA-A29:02. The binding affinity (normalized) is 0.502. (8) The MHC is HLA-A02:01 with pseudo-sequence HLA-A02:01. The binding affinity (normalized) is 0.0993. The peptide sequence is EINATDIII.